This data is from Forward reaction prediction with 1.9M reactions from USPTO patents (1976-2016). The task is: Predict the product of the given reaction. Given the reactants FC(F)(F)C(O)=O.[C:8]([C:12]1[CH:17]=[CH:16][C:15](/[C:18](/[C:37]2[N:42]=[C:41]([O:43]C)[C:40]([C:45]#[N:46])=[CH:39][CH:38]=2)=[CH:19]\[C@H:20]2[CH2:24][CH2:23][C:22](=[O:25])[N:21]2CC2C=CC(OC)=CC=2OC)=[CH:14][CH:13]=1)([CH3:11])([CH3:10])[CH3:9], predict the reaction product. The product is: [C:8]([C:12]1[CH:13]=[CH:14][C:15](/[C:18](/[C:37]2[NH:42][C:41](=[O:43])[C:40]([C:45]#[N:46])=[CH:39][CH:38]=2)=[CH:19]\[C@H:20]2[CH2:24][CH2:23][C:22](=[O:25])[NH:21]2)=[CH:16][CH:17]=1)([CH3:11])([CH3:9])[CH3:10].